From a dataset of Forward reaction prediction with 1.9M reactions from USPTO patents (1976-2016). Predict the product of the given reaction. (1) Given the reactants [CH:1]1([C:4]2[CH:5]=[C:6]([CH:9]=[CH:10][CH:11]=2)[C:7]#[N:8])[CH2:3][CH2:2]1, predict the reaction product. The product is: [CH:1]1([C:4]2[CH:5]=[C:6]([CH:9]=[CH:10][CH:11]=2)[CH2:7][NH2:8])[CH2:2][CH2:3]1. (2) Given the reactants C(=O)(O)[O-].[Na+].[NH2:6][C:7]1[CH:8]=[C:9]([S:18]([NH2:21])(=[O:20])=[O:19])[CH:10]=[CH:11][C:12]=1[O:13][C:14]([F:17])([F:16])[F:15].[C:22](Cl)(Cl)=[S:23], predict the reaction product. The product is: [N:6]([C:7]1[CH:8]=[C:9]([S:18]([NH2:21])(=[O:20])=[O:19])[CH:10]=[CH:11][C:12]=1[O:13][C:14]([F:15])([F:17])[F:16])=[C:22]=[S:23]. (3) Given the reactants [Cl:1][C:2]1[N:7]=[N:6][C:5]([NH:8][NH2:9])=[CH:4][CH:3]=1.[N:10]1[C:19]2[C:14](=[CH:15][C:16]([CH2:20][C:21](O)=O)=[CH:17][CH:18]=2)[CH:13]=[CH:12][CH:11]=1.Cl, predict the reaction product. The product is: [Cl:1][C:2]1[CH:3]=[CH:4][C:5]2[N:6]([C:21]([CH2:20][C:16]3[CH:15]=[C:14]4[C:19](=[CH:18][CH:17]=3)[N:10]=[CH:11][CH:12]=[CH:13]4)=[N:9][N:8]=2)[N:7]=1. (4) The product is: [C:1]([O:5][C:6](=[O:25])[N:7]([CH3:8])[CH2:9][CH2:10][CH2:11][C:12]1[NH:13][C:14]2[CH:19]=[CH:18][CH:17]=[C:16]([N+:20]([O-:22])=[O:21])[C:15]=2[N:23]=1)([CH3:4])([CH3:3])[CH3:2]. Given the reactants [C:1]([O:5][C:6](=[O:25])[N:7]([CH2:9][CH2:10][CH2:11][C:12](=O)[NH:13][C:14]1[CH:19]=[CH:18][CH:17]=[C:16]([N+:20]([O-:22])=[O:21])[C:15]=1[NH2:23])[CH3:8])([CH3:4])([CH3:3])[CH3:2], predict the reaction product. (5) Given the reactants C(NC(C)C)(C)C.[Li]CCCC.[Li+].CC([N-]C(C)C)C.[C:21]([O:25]C(C)=O)(C)(C)[CH3:22].[Cl:29][C:30]1[CH:35]=[CH:34][C:33]([C:36]2([C:41]3[CH:42]=[C:43]([C:49]([C:51]4[CH:56]=[CH:55][CH:54]=[C:53]([O:57][CH3:58])[CH:52]=4)=O)[C:44]([NH:47][CH3:48])=[N:45][CH:46]=3)[O:40][CH2:39][CH2:38][O:37]2)=[CH:32][CH:31]=1, predict the reaction product. The product is: [Cl:29][C:30]1[CH:35]=[CH:34][C:33]([C:36]2([C:41]3[CH:42]=[C:43]4[C:44](=[N:45][CH:46]=3)[N:47]([CH3:48])[C:21](=[O:25])[CH:22]=[C:49]4[C:51]3[CH:56]=[CH:55][CH:54]=[C:53]([O:57][CH3:58])[CH:52]=3)[O:40][CH2:39][CH2:38][O:37]2)=[CH:32][CH:31]=1. (6) Given the reactants C[N:2]([CH:4]=O)C.P(Cl)(Cl)(Cl)=O.[F:11][C:12]1[CH:17]=[C:16]([F:18])[CH:15]=[CH:14][C:13]=1[C:19](=O)[CH2:20][C:21]1[CH:22]=[CH:23][C:24]2[N:25]([C:27]([CH:30]([CH3:32])[CH3:31])=[N:28][N:29]=2)[N:26]=1.Cl.NO.C([O-])(O)=O.[Na+].[NH2:42][NH2:43], predict the reaction product. The product is: [F:11][C:12]1[CH:17]=[C:16]([F:18])[CH:15]=[CH:14][C:13]=1[C:19]1[NH:43][N:42]=[C:4]([NH2:2])[C:20]=1[C:21]1[CH:22]=[CH:23][C:24]2[N:25]([C:27]([CH:30]([CH3:32])[CH3:31])=[N:28][N:29]=2)[N:26]=1.